This data is from Catalyst prediction with 721,799 reactions and 888 catalyst types from USPTO. The task is: Predict which catalyst facilitates the given reaction. (1) Reactant: [C:1]1([S:7]([N:10]2[C:18]3[C:13](=[CH:14][C:15]([CH3:20])=[C:16]([Br:19])[CH:17]=3)[CH:12]=[CH:11]2)(=[O:9])=[O:8])[CH:6]=[CH:5][CH:4]=[CH:3][CH:2]=1.[Br:21]N1C(=O)CCC1=O.N(C(C)(C)C#N)=NC(C)(C)C#N. Product: [C:1]1([S:7]([N:10]2[C:18]3[C:13](=[CH:14][C:15]([CH2:20][Br:21])=[C:16]([Br:19])[CH:17]=3)[CH:12]=[CH:11]2)(=[O:9])=[O:8])[CH:2]=[CH:3][CH:4]=[CH:5][CH:6]=1. The catalyst class is: 53. (2) Reactant: [F:1][C:2]1[CH:7]=[CH:6][C:5]([C:8](=[O:10])[CH3:9])=[CH:4][CH:3]=1.[Br:11][C:12]1[CH:13]=[C:14]([CH:18]=O)[CH:15]=[N:16][CH:17]=1.CO.[OH-].[Na+]. Product: [Br:11][C:12]1[CH:13]=[C:14](/[CH:18]=[CH:9]/[C:8]([C:5]2[CH:6]=[CH:7][C:2]([F:1])=[CH:3][CH:4]=2)=[O:10])[CH:15]=[N:16][CH:17]=1. The catalyst class is: 6.